This data is from Full USPTO retrosynthesis dataset with 1.9M reactions from patents (1976-2016). The task is: Predict the reactants needed to synthesize the given product. Given the product [O:7]([CH2:10][CH2:11][CH2:12][C:13]([NH:26][NH2:27])=[O:15])[C:1]1[CH:6]=[CH:5][CH:4]=[CH:3][CH:2]=1, predict the reactants needed to synthesize it. The reactants are: [C:1]1([OH:7])[CH:6]=[CH:5][CH:4]=[CH:3][CH:2]=1.BrC[CH2:10][CH2:11][CH2:12][C:13]([O:15]CC)=O.C(=O)([O-])[O-].[Cs+].[Cs+].Cl.O.[NH2:26][NH2:27].